From a dataset of Full USPTO retrosynthesis dataset with 1.9M reactions from patents (1976-2016). Predict the reactants needed to synthesize the given product. (1) Given the product [S:33]([OH:36])([OH:35])(=[O:34])=[O:32].[N:1]1[CH:2]=[N:3][N:4]2[CH:9]=[C:8]([C:10]3[N:11]=[C:12]([CH2:22][NH:23][C:24]4[CH:29]=[CH:28][CH:27]=[C:26]([CH:30]=[CH2:31])[CH:25]=4)[NH:13][C:14]=3[C:15]3[CH:20]=[CH:19][CH:18]=[C:17]([CH3:21])[N:16]=3)[CH:7]=[CH:6][C:5]=12, predict the reactants needed to synthesize it. The reactants are: [N:1]1[CH:2]=[N:3][N:4]2[CH:9]=[C:8]([C:10]3[N:11]=[C:12]([CH2:22][NH:23][C:24]4[CH:29]=[CH:28][CH:27]=[C:26]([CH:30]=[CH2:31])[CH:25]=4)[NH:13][C:14]=3[C:15]3[CH:20]=[CH:19][CH:18]=[C:17]([CH3:21])[N:16]=3)[CH:7]=[CH:6][C:5]=12.[OH:32][S:33]([OH:36])(=[O:35])=[O:34]. (2) Given the product [N+:1]([C:4]1[C:5]2[NH:10][C:17]3[CH2:18][CH2:19][NH:14][CH2:15][C:16]=3[C:6]=2[CH:7]=[CH:8][CH:9]=1)([O-:3])=[O:2], predict the reactants needed to synthesize it. The reactants are: [N+:1]([C:4]1[CH:9]=[CH:8][CH:7]=[CH:6][C:5]=1[NH:10]N)([O-:3])=[O:2].Cl.O.[NH:14]1[CH2:19][CH2:18][C:17](=O)[CH2:16][CH2:15]1. (3) Given the product [CH3:1][C:2]1[O:6][C:5]([C:7]2[CH:12]=[CH:11][CH:10]=[CH:9][CH:8]=2)=[N:4][C:3]=1[CH2:13][CH2:14][C:15](=[S:27])[NH2:17], predict the reactants needed to synthesize it. The reactants are: [CH3:1][C:2]1[O:6][C:5]([C:7]2[CH:12]=[CH:11][CH:10]=[CH:9][CH:8]=2)=[N:4][C:3]=1[CH2:13][CH2:14][C:15]([NH2:17])=O.COC1C=CC(P2(=S)SP(=S)(C3C=CC(OC)=CC=3)[S:27]2)=CC=1.O1CCCC1.